From a dataset of Full USPTO retrosynthesis dataset with 1.9M reactions from patents (1976-2016). Predict the reactants needed to synthesize the given product. (1) Given the product [CH3:24][O:23][C:20]1([O:21][CH3:22])[CH2:19][N:18]([C:25]([C:26]2[CH:31]=[CH:30][CH:29]=[CH:28][CH:27]=2)=[O:32])[C@@H:15]2[CH2:16][CH2:17][NH:13][C@H:14]12, predict the reactants needed to synthesize it. The reactants are: CO.C(OC([N:13]1[CH2:17][CH2:16][C@H:15]2[N:18]([C:25](=[O:32])[C:26]3[CH:31]=[CH:30][CH:29]=[CH:28][CH:27]=3)[CH2:19][C:20]([O:23][CH3:24])([O:21][CH3:22])[C@@H:14]12)=O)C1C=CC=CC=1.[H][H]. (2) Given the product [CH3:14][S:15]([NH:1][C@H:2]([C:4]1[CH:13]=[CH:12][C:7]([C:8]([O:10][CH3:11])=[O:9])=[CH:6][CH:5]=1)[CH3:3])(=[O:17])=[O:16], predict the reactants needed to synthesize it. The reactants are: [NH2:1][C@H:2]([C:4]1[CH:13]=[CH:12][C:7]([C:8]([O:10][CH3:11])=[O:9])=[CH:6][CH:5]=1)[CH3:3].[CH3:14][S:15](Cl)(=[O:17])=[O:16].